From a dataset of Reaction yield outcomes from USPTO patents with 853,638 reactions. Predict the reaction yield, written as a fraction of the theoretical maximum amount of product (1.0 means a 100% yield; for example, 0.34 means a 34% yield). (1) The catalyst is C(O)=O. The product is [CH:1]12[NH:11][C:9](=[O:10])[CH:5]([CH2:6][CH2:7][CH2:8]1)[CH2:4][CH2:3][CH2:2]2. The yield is 0.940. The reactants are [CH:1]12[C:9](=[O:10])[CH:5]([CH2:6][CH2:7][CH2:8]1)[CH2:4][CH2:3][CH2:2]2.[NH:11](S(O)(=O)=O)O. (2) The reactants are Br[C:2]1[CH:3]=[N:4][CH:5]=[C:6]2[C:11]=1[N:10]=[C:9]([C:12]([N:14]1[CH2:17][C:16]([F:19])([CH3:18])[CH2:15]1)=[O:13])[CH:8]=[CH:7]2.[CH3:20][N:21]1[CH:25]=[C:24]([C:26]2[CH:31]=[CH:30][C:29](B3OC(C)(C)C(C)(C)O3)=[CH:28][CH:27]=2)[CH:23]=[N:22]1.[O-]P([O-])([O-])=O.[K+].[K+].[K+]. The catalyst is O1CCOCC1.O. The product is [F:19][C:16]1([CH3:18])[CH2:17][N:14]([C:12]([C:9]2[CH:8]=[CH:7][C:6]3[C:11](=[C:2]([C:29]4[CH:28]=[CH:27][C:26]([C:24]5[CH:23]=[N:22][N:21]([CH3:20])[CH:25]=5)=[CH:31][CH:30]=4)[CH:3]=[N:4][CH:5]=3)[N:10]=2)=[O:13])[CH2:15]1. The yield is 0.660. (3) The yield is 0.810. The product is [C:1]([O:4][C@@H:5]1[CH2:9][N:8]([C:10]([O:12][C:13]([CH3:14])([CH3:16])[CH3:15])=[O:11])[C@H:7]([CH2:17][O:18][C:25]2[CH:26]=[CH:27][C:22]([C:21]([O:20][CH3:19])=[O:29])=[CH:23][CH:24]=2)[CH2:6]1)(=[O:3])[CH3:2]. The catalyst is C1COCC1. The reactants are [C:1]([O:4][C@@H:5]1[CH2:9][N:8]([C:10]([O:12][C:13]([CH3:16])([CH3:15])[CH3:14])=[O:11])[C@H:7]([CH2:17][OH:18])[CH2:6]1)(=[O:3])[CH3:2].[CH3:19][O:20][C:21](=[O:29])[C:22]1[CH:27]=[CH:26][C:25](O)=[CH:24][CH:23]=1.C1C=CC(P(C2C=CC=CC=2)C2C=CC=CC=2)=CC=1.CC(OC(/N=N/C(OC(C)C)=O)=O)C. (4) The catalyst is C(Cl)(Cl)Cl. The product is [Br:20][C:3]1[C:2]([CH3:1])=[C:10]([CH2:11][N:12]2[CH2:18][CH2:17][CH2:16][O:15][CH2:14][CH2:13]2)[N:9]2[C:4]=1[C:5]([NH2:19])=[N:6][CH:7]=[N:8]2. The yield is 0.590. The reactants are [CH3:1][C:2]1[CH:3]=[C:4]2[N:9]([C:10]=1[CH2:11][N:12]1[CH2:18][CH2:17][CH2:16][O:15][CH2:14][CH2:13]1)[N:8]=[CH:7][N:6]=[C:5]2[NH2:19].[Br:20]N1C(C)(C)C(=O)N(Br)C1=O.